This data is from Full USPTO retrosynthesis dataset with 1.9M reactions from patents (1976-2016). The task is: Predict the reactants needed to synthesize the given product. Given the product [CH:1]([N:3]1[CH2:9][C:8]2[CH:10]=[CH:11][C:12]([C:14]([NH:20][OH:18])=[O:16])=[CH:13][C:7]=2[O:6][CH2:5][CH2:4]1)=[O:2], predict the reactants needed to synthesize it. The reactants are: [CH:1]([N:3]1[CH2:9][C:8]2[CH:10]=[CH:11][C:12]([C:14]([O:16]C)=O)=[CH:13][C:7]=2[O:6][CH2:5][CH2:4]1)=[O:2].[OH-:18].[Na+].[NH2:20]O.